From a dataset of Reaction yield outcomes from USPTO patents with 853,638 reactions. Predict the reaction yield, written as a fraction of the theoretical maximum amount of product (1.0 means a 100% yield; for example, 0.34 means a 34% yield). (1) The catalyst is O1CCOCC1.CCOC(C)=O. The yield is 0.730. The reactants are [N+:1]([C:4]1[CH:9]=[CH:8][C:7]([C:10](=O)[CH2:11][NH:12][C:13](=O)[C:14]([O:16][CH2:17][CH3:18])=[O:15])=[CH:6][CH:5]=1)([O-:3])=[O:2].COC1C=CC(P2(SP(C3C=CC(OC)=CC=3)(=S)S2)=[S:30])=CC=1.O.C([O-])([O-])=O.[Na+].[Na+]. The product is [N+:1]([C:4]1[CH:9]=[CH:8][C:7]([C:10]2[S:30][C:13]([C:14]([O:16][CH2:17][CH3:18])=[O:15])=[N:12][CH:11]=2)=[CH:6][CH:5]=1)([O-:3])=[O:2]. (2) The reactants are [NH2:1][CH2:2][CH2:3][N:4]([CH2:17][CH3:18])[CH2:5][CH2:6][O:7][C:8]1[C:9]([N+:14]([O-:16])=[O:15])=[N:10][CH:11]=[CH:12][CH:13]=1.C(N(CCN[C:35](=[O:41])[O:36][C:37]([CH3:40])([CH3:39])[CH3:38])CCOC1C(F)=NC=CC=1)C. No catalyst specified. The product is [CH2:17]([N:4]([CH2:3][CH2:2][NH:1][C:35](=[O:41])[O:36][C:37]([CH3:40])([CH3:39])[CH3:38])[CH2:5][CH2:6][O:7][C:8]1[C:9]([N+:14]([O-:16])=[O:15])=[N:10][CH:11]=[CH:12][CH:13]=1)[CH3:18]. The yield is 0.640. (3) The reactants are [C:1]([O:4][C@H:5]1[CH2:9][C@H:8]([N:10]2[C:14]3[N:15]=[CH:16][N:17]=[C:18]([NH:19][C@@H:20]4[C:28]5[C:23](=[CH:24][CH:25]=[CH:26][CH:27]=5)[CH2:22][CH2:21]4)[C:13]=3[CH:12]=[CH:11]2)[CH2:7][C@H:6]1[CH2:29][OH:30])(=[O:3])[CH3:2].Cl[S:32]([NH2:35])(=[O:34])=[O:33]. The catalyst is C(C#N)(C)=O. The product is [C:1]([O:4][C@H:5]1[CH2:9][C@H:8]([N:10]2[C:14]3[N:15]=[CH:16][N:17]=[C:18]([NH:19][C@@H:20]4[C:28]5[C:23](=[CH:24][CH:25]=[CH:26][CH:27]=5)[CH2:22][CH2:21]4)[C:13]=3[CH:12]=[CH:11]2)[CH2:7][C@H:6]1[CH2:29][O:30][S:32]([NH2:35])(=[O:34])=[O:33])(=[O:3])[CH3:2]. The yield is 0.940.